Dataset: Full USPTO retrosynthesis dataset with 1.9M reactions from patents (1976-2016). Task: Predict the reactants needed to synthesize the given product. (1) Given the product [CH:28]1([C@@H:27]([NH:26][C:24]([C:16]2[C:17]3[C:18](=[N:60][CH:47]=[C:42]([CH:43]4[CH2:45][CH2:46]4)[N:41]=3)[NH:14][CH:15]=2)=[O:25])[C:31]([N:12]2[CH2:13][C:10]3([CH2:9][O:8][CH2:7]3)[CH2:11]2)=[O:33])[CH2:29][CH2:30]1, predict the reactants needed to synthesize it. The reactants are: C(O)(=O)C(O)=O.[CH2:7]1[C:10]2([CH2:13][NH:12][CH2:11]2)[CH2:9][O:8]1.[NH:14]1[CH2:18][CH2:17][CH2:16][CH2:15]1.CC(O[C:24]([NH:26][C@@H:27]([C:31]([OH:33])=O)[CH:28]1[CH2:30][CH2:29]1)=[O:25])(C)C.C([NH:41][C@@H:42]([C:47](O)=O)[C:43]([CH3:46])([CH3:45])C)(OC(C)(C)C)=O.FC(F)(F)CO.[F-].[Cs+].C(#[N:60])C. (2) Given the product [NH2:8][C:9]1[S:10][CH:11]=[C:12]([CH:14]([O:20][CH:21]([CH3:22])[CH3:23])[C:15]([O:17][CH2:18][CH3:19])=[O:16])[N:13]=1, predict the reactants needed to synthesize it. The reactants are: C(OC([N:8](CC1C=CC(OC)=CC=1)[C:9]1[S:10][CH:11]=[C:12]([CH:14]([O:20][CH:21]([CH3:23])[CH3:22])[C:15]([O:17][CH2:18][CH3:19])=[O:16])[N:13]=1)=O)(C)(C)C.